This data is from Forward reaction prediction with 1.9M reactions from USPTO patents (1976-2016). The task is: Predict the product of the given reaction. (1) Given the reactants Cl.Cl[CH2:3][C:4]1[C:5]([NH:16][CH2:17][CH2:18][NH:19][C:20](=[O:22])[CH3:21])=[N:6][C:7]2[C:12]([CH:13]=1)=[CH:11][C:10]([O:14][CH3:15])=[CH:9][CH:8]=2.OCC1C(NCCNC(=O)C)=NC2C(C=1)=CC(OC)=CC=2.[CH2:44]([C:46]1[C:55]2[C:50](=[CH:51][C:52]([O:58][CH3:59])=[C:53]([O:56][CH3:57])[CH:54]=2)[CH:49]=[C:48]([OH:60])[N:47]=1)[CH3:45].[Li+].[OH-], predict the reaction product. The product is: [CH2:44]([C:46]1[C:55]2[C:50](=[CH:51][C:52]([O:58][CH3:59])=[C:53]([O:56][CH3:57])[CH:54]=2)[C:49]([CH2:3][C:4]2[C:5]([NH:16][CH2:17][CH2:18][NH:19][C:20](=[O:22])[CH3:21])=[N:6][C:7]3[C:12]([CH:13]=2)=[CH:11][C:10]([O:14][CH3:15])=[CH:9][CH:8]=3)=[C:48]([OH:60])[N:47]=1)[CH3:45]. (2) Given the reactants C(O)C.Cl.[CH:5]1([C:8]2[CH:9]=[C:10]([C:50]([O:52]CC)=[O:51])[C:11](=[O:49])[N:12]3[C:17]=2[C:16]([O:18][CH3:19])=[C:15]([C:20]2[CH:21]=[C:22]4[C:26](=[CH:27][CH:28]=2)[CH:25]([CH3:29])[N:24](C(C2C=CC=CC=2)(C2C=CC=CC=2)C2C=CC=CC=2)[CH2:23]4)[CH:14]=[CH:13]3)[CH2:7][CH2:6]1, predict the reaction product. The product is: [CH:5]1([C:8]2[CH:9]=[C:10]([C:50]([OH:52])=[O:51])[C:11](=[O:49])[N:12]3[C:17]=2[C:16]([O:18][CH3:19])=[C:15]([C:20]2[CH:21]=[C:22]4[C:26](=[CH:27][CH:28]=2)[CH:25]([CH3:29])[NH:24][CH2:23]4)[CH:14]=[CH:13]3)[CH2:7][CH2:6]1. (3) Given the reactants [CH:1]([CH:4]1[CH2:9][CH2:8][CH:7]([CH3:10])[CH2:6][CH:5]1[O:11][C:12]([CH:14]1[CH2:18][C:17](=[CH:19][C:20]2[CH:25]=[CH:24][CH:23]=[C:22]([F:26])[CH:21]=2)[CH2:16][N:15]1[C:27]([O:29][C:30]([CH3:33])([CH3:32])[CH3:31])=[O:28])=[O:13])([CH3:3])[CH3:2], predict the reaction product. The product is: [CH:1]([CH:4]1[CH2:9][CH2:8][CH:7]([CH3:10])[CH2:6][CH:5]1[O:11][C:12]([CH:14]1[CH2:18][CH:17]([CH2:19][C:20]2[CH:25]=[CH:24][CH:23]=[C:22]([F:26])[CH:21]=2)[CH2:16][N:15]1[C:27]([O:29][C:30]([CH3:33])([CH3:31])[CH3:32])=[O:28])=[O:13])([CH3:3])[CH3:2]. (4) Given the reactants [Cl:1][C:2]1[CH:3]=[C:4]([CH:20]=[CH:21][C:22]=1[Cl:23])[CH2:5][NH:6][C:7]([NH:9][C:10]1[S:11][CH:12]=[C:13]([CH2:15][O:16][CH2:17]C=C)[N:14]=1)=[O:8].C[N+]([O-])(C)C.[C:29]([O-:32])(O)=O.[Na+].C[C:35](C)=[O:36].O, predict the reaction product. The product is: [Cl:1][C:2]1[CH:3]=[C:4]([CH:20]=[CH:21][C:22]=1[Cl:23])[CH2:5][NH:6][C:7]([NH:9][C:10]1[S:11][CH:12]=[C:13]([CH2:15][O:16][CH2:17][CH:29]([OH:32])[CH2:35][OH:36])[N:14]=1)=[O:8]. (5) Given the reactants [CH2:1]([S:3](Cl)(=[O:5])=[O:4])[CH3:2].[NH2:7][C:8]1[CH:43]=[CH:42][C:11]([CH2:12][N:13]([CH2:29][C:30]2([C:36]3[CH:41]=[CH:40][CH:39]=[CH:38][N:37]=3)[CH2:35][CH2:34][CH2:33][CH2:32][CH2:31]2)[C:14]([NH:16][C:17]2[C:22]([CH:23]([CH3:25])[CH3:24])=[CH:21][CH:20]=[CH:19][C:18]=2[CH:26]([CH3:28])[CH3:27])=[O:15])=[CH:10][CH:9]=1.C(N(CC)CC)C, predict the reaction product. The product is: [CH:26]([C:18]1[CH:19]=[CH:20][CH:21]=[C:22]([CH:23]([CH3:25])[CH3:24])[C:17]=1[NH:16][C:14](=[O:15])[N:13]([CH2:12][C:11]1[CH:42]=[CH:43][C:8]([NH:7][S:3]([CH2:1][CH3:2])(=[O:5])=[O:4])=[CH:9][CH:10]=1)[CH2:29][C:30]1([C:36]2[CH:41]=[CH:40][CH:39]=[CH:38][N:37]=2)[CH2:31][CH2:32][CH2:33][CH2:34][CH2:35]1)([CH3:27])[CH3:28]. (6) Given the reactants [C:1]([O:4][C:5]1[CH:6]=[C:7]2[C:12](=[CH:13][C:14]=1[O:15][CH3:16])[N:11]=[CH:10][NH:9][C:8]2=O)(=[O:3])[CH3:2].P(Cl)(Cl)([Cl:20])=O, predict the reaction product. The product is: [C:1]([O:4][C:5]1[CH:6]=[C:7]2[C:12](=[CH:13][C:14]=1[O:15][CH3:16])[N:11]=[CH:10][N:9]=[C:8]2[Cl:20])(=[O:3])[CH3:2].